From a dataset of Reaction yield outcomes from USPTO patents with 853,638 reactions. Predict the reaction yield, written as a fraction of the theoretical maximum amount of product (1.0 means a 100% yield; for example, 0.34 means a 34% yield). (1) The reactants are [Cl:1][C:2]1[C:6]2[NH:7][C:8]([C:10]([O:12]C)=[O:11])=[CH:9][C:5]=2[S:4][CH:3]=1.[OH-].[Li+]. The catalyst is CO. The product is [C:10]([C:8]1[NH:7][C:6]2[C:2]([Cl:1])=[CH:3][S:4][C:5]=2[CH:9]=1)([OH:12])=[O:11]. The yield is 1.00. (2) The reactants are [CH3:1][O:2][C:3]1[CH:8]=[C:7]([N+:9]([O-:11])=[O:10])[CH:6]=[CH:5][C:4]=1[N:12]=[C:13]=[O:14].[NH2:15][C:16]1[S:17][C:18]([C:21]([F:24])([F:23])[F:22])=[N:19][N:20]=1. The catalyst is CN(C1C=CN=CC=1)C.C1COCC1. The product is [CH3:1][O:2][C:3]1[CH:8]=[C:7]([N+:9]([O-:11])=[O:10])[CH:6]=[CH:5][C:4]=1[NH:12][C:13]([NH:15][C:16]1[S:17][C:18]([C:21]([F:24])([F:23])[F:22])=[N:19][N:20]=1)=[O:14]. The yield is 0.770. (3) The reactants are [C:1]1([S:7]([N:10]2[C:14]3[CH:15]=[N:16][C:17]([C:26]#[N:27])=[C:18]([O:19][CH:20]4[CH2:25][CH2:24][NH:23][CH2:22][CH2:21]4)[C:13]=3[C:12]3[CH:28]=[C:29]([Br:32])[CH:30]=[N:31][C:11]2=3)(=[O:9])=[O:8])[CH:6]=[CH:5][CH:4]=[CH:3][CH:2]=1.[CH2:33](I)[CH3:34]. The catalyst is C(#N)C. The product is [C:1]1([S:7]([N:10]2[C:14]3[CH:15]=[N:16][C:17]([C:26]#[N:27])=[C:18]([O:19][CH:20]4[CH2:25][CH2:24][N:23]([CH2:33][CH3:34])[CH2:22][CH2:21]4)[C:13]=3[C:12]3[CH:28]=[C:29]([Br:32])[CH:30]=[N:31][C:11]2=3)(=[O:8])=[O:9])[CH:2]=[CH:3][CH:4]=[CH:5][CH:6]=1. The yield is 0.600.